From a dataset of Forward reaction prediction with 1.9M reactions from USPTO patents (1976-2016). Predict the product of the given reaction. (1) Given the reactants Br[C:2]1[CH:3]=[CH:4][C:5]2[C:6]3[CH2:15][N:14]([C:16]([O:18][C:19]([CH3:22])([CH3:21])[CH3:20])=[O:17])[CH2:13][CH2:12][C:7]=3[N:8]([CH3:11])[C:9]=2[CH:10]=1.[Cl:23][C:24]1[CH:29]=[CH:28][C:27]([C:30]2[CH:35]=[CH:34][NH:33][C:32](=[O:36])[CH:31]=2)=[CH:26][CH:25]=1, predict the reaction product. The product is: [Cl:23][C:24]1[CH:25]=[CH:26][C:27]([C:30]2[CH:35]=[CH:34][N:33]([C:2]3[CH:3]=[CH:4][C:5]4[C:6]5[CH2:15][N:14]([C:16]([O:18][C:19]([CH3:22])([CH3:21])[CH3:20])=[O:17])[CH2:13][CH2:12][C:7]=5[N:8]([CH3:11])[C:9]=4[CH:10]=3)[C:32](=[O:36])[CH:31]=2)=[CH:28][CH:29]=1. (2) Given the reactants C(Cl)(=O)C(Cl)=O.[F:7][CH2:8][C:9]1[O:13][N:12]=[C:11]([C:14]([OH:16])=O)[CH:10]=1.CN(C=O)C.[N-:22]=[N+:23]=[N-:24].[Na+], predict the reaction product. The product is: [F:7][CH2:8][C:9]1[O:13][N:12]=[C:11]([C:14]([N:22]=[N+:23]=[N-:24])=[O:16])[CH:10]=1. (3) Given the reactants [C:1]([C:3]1[S:7][C:6]([NH:8][C:9]([CH:11]2[NH:15][CH:14]([CH2:16][C:17]([CH3:20])([CH3:19])[CH3:18])[C:13]3([C:28]4[C:23](=[CH:24][C:25]([Cl:29])=[CH:26][CH:27]=4)[NH:22][C:21]3=[O:30])[CH:12]2[C:31]2[CH:36]=[CH:35][CH:34]=[C:33]([Cl:37])[C:32]=2[F:38])=[O:10])=[CH:5][CH:4]=1)#[N:2].[OH:39]O.[OH-].[Na+], predict the reaction product. The product is: [C:1]([C:3]1[S:7][C:6]([NH:8][C:9]([CH:11]2[NH:15][CH:14]([CH2:16][C:17]([CH3:20])([CH3:19])[CH3:18])[C:13]3([C:28]4[C:23](=[CH:24][C:25]([Cl:29])=[CH:26][CH:27]=4)[NH:22][C:21]3=[O:30])[CH:12]2[C:31]2[CH:36]=[CH:35][CH:34]=[C:33]([Cl:37])[C:32]=2[F:38])=[O:10])=[CH:5][CH:4]=1)(=[O:39])[NH2:2]. (4) Given the reactants [CH3:1][O:2][C@@H:3]1[C@H:9]2[O:10][CH2:11][C@@H:12]([O:13]C(C3C=CC=CC=3)=O)[C@H:8]2[O:7][C@H:4]1[O:5][CH3:6].[OH-].[Na+], predict the reaction product. The product is: [CH3:1][O:2][C@@H:3]1[C@H:9]2[O:10][CH2:11][C@@H:12]([OH:13])[C@H:8]2[O:7][C@H:4]1[O:5][CH3:6]. (5) Given the reactants [Cl:1][C:2]1[O:6][C:5]([CH2:7][OH:8])=[CH:4][C:3]=1[CH2:9][C:10]1[CH:15]=[CH:14][CH:13]=[C:12]([Cl:16])[CH:11]=1, predict the reaction product. The product is: [Cl:1][C:2]1[O:6][C:5]([CH:7]=[O:8])=[CH:4][C:3]=1[CH2:9][C:10]1[CH:15]=[CH:14][CH:13]=[C:12]([Cl:16])[CH:11]=1. (6) Given the reactants Br[C:2]1[CH:7]=[CH:6][C:5]([N:8]2[CH:12]=[N:11][CH:10]=[N:9]2)=[CH:4][CH:3]=1.[CH2:13]([C:16]1[CH:17]=[N:18][C:19]([N:22]2[CH2:27][CH2:26][CH:25]([O:28][C:29]3[CH:34]=[CH:33][NH:32][C:31](=[O:35])[CH:30]=3)[CH2:24][CH2:23]2)=[N:20][CH:21]=1)[CH2:14][CH3:15].N1C2C(=CC=CC=2O)C=CC=1.C(=O)([O-])[O-].[K+].[K+].Cl, predict the reaction product. The product is: [N:8]1([C:5]2[CH:6]=[CH:7][C:2]([N:32]3[CH:33]=[CH:34][C:29]([O:28][CH:25]4[CH2:26][CH2:27][N:22]([C:19]5[N:18]=[CH:17][C:16]([CH2:13][CH2:14][CH3:15])=[CH:21][N:20]=5)[CH2:23][CH2:24]4)=[CH:30][C:31]3=[O:35])=[CH:3][CH:4]=2)[CH:12]=[N:11][CH:10]=[N:9]1. (7) The product is: [OH:18][C:14]1[CH:13]=[C:12]([C:11]2[C:6]3[N:5]=[C:4]([C:25]([OH:27])=[O:26])[CH:3]=[C:2]([N:35]4[CH2:36][CH2:37][N:32]([S:29]([CH3:28])(=[O:31])=[O:30])[CH2:33][CH2:34]4)[C:7]=3[N:8]=[C:9]([N:19]3[CH2:20][CH2:21][O:22][CH2:23][CH2:24]3)[N:10]=2)[CH:17]=[CH:16][CH:15]=1. Given the reactants Cl[C:2]1[C:7]2[N:8]=[C:9]([N:19]3[CH2:24][CH2:23][O:22][CH2:21][CH2:20]3)[N:10]=[C:11]([C:12]3[CH:17]=[CH:16][CH:15]=[C:14]([OH:18])[CH:13]=3)[C:6]=2[N:5]=[C:4]([C:25]([OH:27])=[O:26])[CH:3]=1.[CH3:28][S:29]([N:32]1[CH2:37][CH2:36][NH:35][CH2:34][CH2:33]1)(=[O:31])=[O:30].C(N(CC)CC)C, predict the reaction product.